This data is from Forward reaction prediction with 1.9M reactions from USPTO patents (1976-2016). The task is: Predict the product of the given reaction. (1) Given the reactants [C:1]([O:5][C:6]([N:8]([CH2:21][C@@H:22]1[C@@H:26]([C:27]2[CH:32]=[CH:31][CH:30]=[CH:29][CH:28]=2)[CH2:25][N:24]([CH2:33][CH2:34][CH2:35][CH2:36][CH2:37][C:38]([O:40]C)=[O:39])[CH2:23]1)[C@@H:9]([C:11]1[C:20]2[C:15](=[CH:16][CH:17]=[CH:18][CH:19]=2)[CH:14]=[CH:13][CH:12]=1)[CH3:10])=[O:7])([CH3:4])([CH3:3])[CH3:2].[OH-].[Na+], predict the reaction product. The product is: [C:1]([O:5][C:6]([N:8]([CH2:21][C@@H:22]1[C@@H:26]([C:27]2[CH:28]=[CH:29][CH:30]=[CH:31][CH:32]=2)[CH2:25][N:24]([CH2:33][CH2:34][CH2:35][CH2:36][CH2:37][C:38]([OH:40])=[O:39])[CH2:23]1)[C@@H:9]([C:11]1[C:20]2[C:15](=[CH:16][CH:17]=[CH:18][CH:19]=2)[CH:14]=[CH:13][CH:12]=1)[CH3:10])=[O:7])([CH3:2])([CH3:3])[CH3:4]. (2) Given the reactants [Cl:1][C:2]1[CH:7]=[CH:6][CH:5]=[CH:4][C:3]=1[S:8]([N:11]1[CH2:21][CH2:20][C:14]2([C:18](=[O:19])[NH:17][CH2:16][CH2:15]2)[CH2:13][CH2:12]1)(=[O:10])=[O:9].Br[C:23]1[CH:28]=[CH:27][C:26]([CH:29]([OH:34])[C:30]([F:33])([F:32])[F:31])=[CH:25][CH:24]=1, predict the reaction product. The product is: [Cl:1][C:2]1[CH:7]=[CH:6][CH:5]=[CH:4][C:3]=1[S:8]([N:11]1[CH2:21][CH2:20][C:14]2([C:18](=[O:19])[N:17]([C:23]3[CH:28]=[CH:27][C:26]([CH:29]([OH:34])[C:30]([F:32])([F:33])[F:31])=[CH:25][CH:24]=3)[CH2:16][CH2:15]2)[CH2:13][CH2:12]1)(=[O:9])=[O:10]. (3) Given the reactants CCCC[N+](CCCC)(CCCC)CCCC.[F-].C[Si]([C:23]#[C:24][C:25]1[CH:30]=[CH:29][CH:28]=[CH:27][C:26]=1[CH:31]([CH3:35])[C:32]([NH2:34])=[O:33])(C)C, predict the reaction product. The product is: [C:24]([C:25]1[CH:30]=[CH:29][CH:28]=[CH:27][C:26]=1[CH:31]([CH3:35])[C:32]([NH2:34])=[O:33])#[CH:23]. (4) Given the reactants [CH:1]1[CH:2]=[CH:3][C:4]2[N:11]=[CH:10][NH:9][C:7](=O)[C:5]=2[CH:6]=1.C(=O)([O-])[O-].[Na+].[Na+].P(Cl)(Cl)([Cl:20])=O, predict the reaction product. The product is: [Cl:20][C:10]1[N:9]=[CH:7][C:5]2[C:4](=[CH:3][CH:2]=[CH:1][CH:6]=2)[N:11]=1. (5) Given the reactants [CH3:1][C:2]([OH:16])([CH3:15])[CH2:3][C:4]1[CH:9]=[CH:8][C:7]([O:10][C:11]([F:14])([F:13])[F:12])=[CH:6][CH:5]=1.[H-].[Na+].[CH3:19]I.O, predict the reaction product. The product is: [CH3:19][O:16][C:2]([CH3:1])([CH3:15])[CH2:3][C:4]1[CH:5]=[CH:6][C:7]([O:10][C:11]([F:12])([F:13])[F:14])=[CH:8][CH:9]=1. (6) Given the reactants [CH3:1][C@H:2]1[CH2:8][NH:7][CH2:6][C:5]2[CH:9]=[CH:10][C:11]([C:13]([O:15][CH3:16])=[O:14])=[CH:12][C:4]=2[O:3]1.I[C:18]1[CH:23]=[CH:22][CH:21]=[CH:20][CH:19]=1.CC1(C)C2C(=C(P(C3C=CC=CC=3)C3C=CC=CC=3)C=CC=2)OC2C(P(C3C=CC=CC=3)C3C=CC=CC=3)=CC=CC1=2.C([O-])([O-])=O.[Cs+].[Cs+], predict the reaction product. The product is: [CH3:1][C@H:2]1[CH2:8][N:7]([C:18]2[CH:23]=[CH:22][CH:21]=[CH:20][CH:19]=2)[CH2:6][C:5]2[CH:9]=[CH:10][C:11]([C:13]([O:15][CH3:16])=[O:14])=[CH:12][C:4]=2[O:3]1. (7) Given the reactants [Cl:1][C:2]1[CH:3]=[C:4]2[C:9](=[CH:10][C:11]=1[N:12]1[CH2:17][C:16]3[C:18]([CH:24]4[CH2:26][CH2:25]4)=[N:19][C:20]([C:22]#[N:23])=[CH:21][C:15]=3[NH:14][C:13]1=[O:27])[O:8][CH:7]([C:28]1[C:33]([F:34])=[CH:32][CH:31]=[CH:30][N:29]=1)[CH2:6][CH2:5]2.[NH2:35]O.[C:37](=[O:40])([O-])[O-].[Na+].[Na+].O, predict the reaction product. The product is: [Cl:1][C:2]1[CH:3]=[C:4]2[C:9](=[CH:10][C:11]=1[N:12]1[CH2:17][C:16]3[C:18]([CH:24]4[CH2:25][CH2:26]4)=[N:19][C:20]([C:22]4[N:35]=[CH:37][O:40][N:23]=4)=[CH:21][C:15]=3[NH:14][C:13]1=[O:27])[O:8][CH:7]([C:28]1[C:33]([F:34])=[CH:32][CH:31]=[CH:30][N:29]=1)[CH2:6][CH2:5]2. (8) The product is: [NH:27]1[CH2:28][CH:25]([C:24]2[N:20]([CH:17]3[CH2:18][CH2:19][C:15]([F:37])([F:14])[CH2:16]3)[N:21]=[C:22]([I:36])[CH:23]=2)[CH2:26]1. Given the reactants N1CC(C2N(C(C)C)N=C(I)C=2)C1.[F:14][C:15]1([F:37])[CH2:19][CH2:18][CH:17]([N:20]2[C:24]([CH:25]3[CH2:28][N:27](C(OC(C)(C)C)=O)[CH2:26]3)=[CH:23][C:22]([I:36])=[N:21]2)[CH2:16]1, predict the reaction product. (9) Given the reactants [NH:1]1[CH2:6][CH2:5][CH:4]([NH:7][C:8]([C:10]2[C:14]3[N:15]=[CH:16][N:17]=[C:18]([C:19]4[CH:24]=[CH:23][CH:22]=[CH:21][C:20]=4[O:25][CH2:26][CH:27]4[CH2:29][CH2:28]4)[C:13]=3[NH:12][CH:11]=2)=[O:9])[CH2:3][CH2:2]1.Cl[C:31]([O:33][CH2:34][CH3:35])=[O:32], predict the reaction product. The product is: [CH2:34]([O:33][C:31]([N:1]1[CH2:2][CH2:3][CH:4]([NH:7][C:8]([C:10]2[C:14]3[N:15]=[CH:16][N:17]=[C:18]([C:19]4[CH:24]=[CH:23][CH:22]=[CH:21][C:20]=4[O:25][CH2:26][CH:27]4[CH2:28][CH2:29]4)[C:13]=3[NH:12][CH:11]=2)=[O:9])[CH2:5][CH2:6]1)=[O:32])[CH3:35].